From a dataset of Catalyst prediction with 721,799 reactions and 888 catalyst types from USPTO. Predict which catalyst facilitates the given reaction. Reactant: [OH:1][CH:2]1[CH2:7][CH2:6][CH2:5][CH2:4][CH:3]1[NH:8][CH2:9][CH2:10][C:11]1[CH:16]=[CH:15][C:14]([OH:17])=[CH:13][CH:12]=1.Cl[C:19]1[CH:27]=[CH:26][C:22]([C:23]([NH2:25])=[O:24])=[CH:21][N:20]=1.C([O-])([O-])=O.[K+].[K+]. Product: [OH:1][CH:2]1[CH2:7][CH2:6][CH2:5][CH2:4][CH:3]1[NH:8][CH2:9][CH2:10][C:11]1[CH:16]=[CH:15][C:14]([O:17][C:19]2[CH:27]=[CH:26][C:22]([C:23]([NH2:25])=[O:24])=[CH:21][N:20]=2)=[CH:13][CH:12]=1. The catalyst class is: 575.